Predict which catalyst facilitates the given reaction. From a dataset of Catalyst prediction with 721,799 reactions and 888 catalyst types from USPTO. (1) Reactant: [Cl:1][C:2]1[C:7]2[N:8](C)[C:9](=O)[O:10][C:6]=2[CH:5]=[C:4]([C:13]([C@H:15]2[CH2:17][C@@H:16]2[C:18]([O:20]C)=[O:19])=[O:14])[CH:3]=1.[OH-].[Na+].Cl.C1N=CN(C(N2C=NC=C2)=O)C=1. Product: [Cl:1][C:2]1[CH:3]=[C:4]([CH:5]=[C:6]([OH:10])[C:7]=1[NH:8][CH3:9])[C:13]([C@H:15]1[CH2:17][C@@H:16]1[C:18]([OH:20])=[O:19])=[O:14]. The catalyst class is: 12. (2) Reactant: [NH2:1][CH2:2][C:3]1[CH:4]=[C:5]([CH2:9][N:10]2[C:18]3[C:13](=[C:14]([O:20][CH3:21])[C:15]([F:19])=[CH:16][CH:17]=3)[C:12]([NH:22][S:23]([C:26]3[S:27][C:28]([Cl:31])=[CH:29][CH:30]=3)(=[O:25])=[O:24])=[N:11]2)[CH:6]=[CH:7][CH:8]=1.CC(OC([N:39]1[CH2:44][CH2:43][O:42][CH2:41][C@H:40]1[C:45](O)=[O:46])=O)(C)C.CN(C(ON1N=NC2C=CC=NC1=2)=[N+](C)C)C.F[P-](F)(F)(F)(F)F.CCN(C(C)C)C(C)C.FC(F)(F)C(O)=O. Product: [Cl:31][C:28]1[S:27][C:26]([S:23]([NH:22][C:12]2[C:13]3[C:18](=[CH:17][CH:16]=[C:15]([F:19])[C:14]=3[O:20][CH3:21])[N:10]([CH2:9][C:5]3[CH:4]=[C:3]([CH2:2][NH:1][C:45]([C@@H:40]4[CH2:41][O:42][CH2:43][CH2:44][NH:39]4)=[O:46])[CH:8]=[CH:7][CH:6]=3)[N:11]=2)(=[O:25])=[O:24])=[CH:30][CH:29]=1. The catalyst class is: 2. (3) Reactant: Br[C:2]1[C:3]([Cl:18])=[C:4]([NH:10][C:11](=[O:17])[O:12][C:13]([CH3:16])([CH3:15])[CH3:14])[CH:5]=[C:6]([C:8]#[N:9])[CH:7]=1.[O:19]1[CH2:22][CH:21]([N:23]2[CH2:28][CH2:27][NH:26][CH2:25][CH:24]2[C:29]([O:31][CH3:32])=[O:30])[CH2:20]1.CN1CCNCC1C(OC)=O.C1C=CC(P(C2C(C3C(P(C4C=CC=CC=4)C4C=CC=CC=4)=CC=C4C=3C=CC=C4)=C3C(C=CC=C3)=CC=2)C2C=CC=CC=2)=CC=1.C([O-])([O-])=O.[Cs+].[Cs+]. Product: [C:13]([O:12][C:11]([NH:10][C:4]1[C:3]([Cl:18])=[C:2]([N:26]2[CH2:27][CH2:28][N:23]([CH:21]3[CH2:22][O:19][CH2:20]3)[CH:24]([C:29]([O:31][CH3:32])=[O:30])[CH2:25]2)[CH:7]=[C:6]([C:8]#[N:9])[CH:5]=1)=[O:17])([CH3:16])([CH3:15])[CH3:14]. The catalyst class is: 187. (4) Reactant: [O:1]([CH2:9][CH2:10][N:11]1[C:20](=[O:21])[C:19]2[C:14](=[C:15]([N:22]3[C:28](=[O:29])[C:27]4[CH:30]=[N:31][C:32]([S:34][CH3:35])=[N:33][C:26]=4[N:25]4[CH2:36][CH2:37][CH2:38][C@H:24]4[CH2:23]3)[CH:16]=[CH:17][CH:18]=2)[N:13]=[CH:12]1)[Si](C(C)(C)C)(C)C.[F-].C([N+](CCCC)(CCCC)CCCC)CCC.C1COCC1. Product: [OH:1][CH2:9][CH2:10][N:11]1[C:20](=[O:21])[C:19]2[C:14](=[C:15]([N:22]3[C:28](=[O:29])[C:27]4[CH:30]=[N:31][C:32]([S:34][CH3:35])=[N:33][C:26]=4[N:25]4[CH2:36][CH2:37][CH2:38][C@H:24]4[CH2:23]3)[CH:16]=[CH:17][CH:18]=2)[N:13]=[CH:12]1. The catalyst class is: 1. (5) Reactant: [O:1]=[C:2]1[N:7]([CH2:8][C:9]2[CH:14]=[CH:13][CH:12]=[CH:11][CH:10]=2)[C:6]([C:15]2[CH:20]=[CH:19][CH:18]=[CH:17][CH:16]=2)=[N:5][CH:4]=[C:3]1[C:21]([OH:23])=[O:22].C(Cl)(=O)C(Cl)=O.O[C:31]1[N:35]([CH2:36][CH3:37])[N:34]=[CH:33][CH:32]=1.C(N(CC)CC)C.[Cl-].[NH4+]. Product: [O:1]=[C:2]1[N:7]([CH2:8][C:9]2[CH:14]=[CH:13][CH:12]=[CH:11][CH:10]=2)[C:6]([C:15]2[CH:16]=[CH:17][CH:18]=[CH:19][CH:20]=2)=[N:5][CH:4]=[C:3]1[C:21]([O:23][C:31]1[N:35]([CH2:36][CH3:37])[N:34]=[CH:33][CH:32]=1)=[O:22]. The catalyst class is: 120. (6) Reactant: Cl.[NH:2]([C:4]1[CH:5]=[C:6]([CH:10]=[CH:11][C:12]=1[CH3:13])[C:7]([OH:9])=[O:8])[NH2:3].[C:14]([CH:16]=[C:17]([C:19]([O:21][CH2:22][CH3:23])=[O:20])O)#[N:15].[Na]. Product: [CH2:22]([O:21][C:19]([C:17]1[CH:16]=[C:14]([NH2:15])[N:2]([C:4]2[CH:5]=[C:6]([C:7]([OH:9])=[O:8])[CH:10]=[CH:11][C:12]=2[CH3:13])[N:3]=1)=[O:20])[CH3:23]. The catalyst class is: 55. (7) Reactant: [F:1][C:2]([F:17])([F:16])[CH2:3][O:4][CH2:5][C:6]1[O:10][N:9]=[C:8]([C:11]([O:13]CC)=[O:12])[CH:7]=1.C(O)C.[OH-].[K+]. Product: [F:17][C:2]([F:1])([F:16])[CH2:3][O:4][CH2:5][C:6]1[O:10][N:9]=[C:8]([C:11]([OH:13])=[O:12])[CH:7]=1. The catalyst class is: 6.